Dataset: NCI-60 drug combinations with 297,098 pairs across 59 cell lines. Task: Regression. Given two drug SMILES strings and cell line genomic features, predict the synergy score measuring deviation from expected non-interaction effect. (1) Drug 1: CN1C2=C(C=C(C=C2)N(CCCl)CCCl)N=C1CCCC(=O)O.Cl. Drug 2: CC1=C(C=C(C=C1)C(=O)NC2=CC(=CC(=C2)C(F)(F)F)N3C=C(N=C3)C)NC4=NC=CC(=N4)C5=CN=CC=C5. Cell line: MDA-MB-231. Synergy scores: CSS=-0.211, Synergy_ZIP=-0.370, Synergy_Bliss=0.442, Synergy_Loewe=-10.0, Synergy_HSA=-2.61. (2) Drug 1: CNC(=O)C1=NC=CC(=C1)OC2=CC=C(C=C2)NC(=O)NC3=CC(=C(C=C3)Cl)C(F)(F)F. Cell line: OVCAR-4. Drug 2: N.N.Cl[Pt+2]Cl. Synergy scores: CSS=22.3, Synergy_ZIP=-0.576, Synergy_Bliss=-2.62, Synergy_Loewe=-27.8, Synergy_HSA=-4.09. (3) Drug 1: CS(=O)(=O)C1=CC(=C(C=C1)C(=O)NC2=CC(=C(C=C2)Cl)C3=CC=CC=N3)Cl. Drug 2: CN(CC1=CN=C2C(=N1)C(=NC(=N2)N)N)C3=CC=C(C=C3)C(=O)NC(CCC(=O)O)C(=O)O. Cell line: NCI-H322M. Synergy scores: CSS=12.6, Synergy_ZIP=1.65, Synergy_Bliss=8.46, Synergy_Loewe=2.33, Synergy_HSA=6.17. (4) Drug 1: CCCS(=O)(=O)NC1=C(C(=C(C=C1)F)C(=O)C2=CNC3=C2C=C(C=N3)C4=CC=C(C=C4)Cl)F. Drug 2: C1=CC(=CC=C1CCCC(=O)O)N(CCCl)CCCl. Cell line: HCT116. Synergy scores: CSS=33.8, Synergy_ZIP=-7.47, Synergy_Bliss=-6.62, Synergy_Loewe=-8.99, Synergy_HSA=-8.01.